This data is from Peptide-MHC class I binding affinity with 185,985 pairs from IEDB/IMGT. The task is: Regression. Given a peptide amino acid sequence and an MHC pseudo amino acid sequence, predict their binding affinity value. This is MHC class I binding data. (1) The peptide sequence is FQYTMRHVL. The MHC is Mamu-B6601 with pseudo-sequence Mamu-B6601. The binding affinity (normalized) is 0.420. (2) The peptide sequence is ATDALMTGY. The MHC is HLA-A03:01 with pseudo-sequence HLA-A03:01. The binding affinity (normalized) is 0.251. (3) The peptide sequence is LVKSAWLSL. The MHC is HLA-A02:01 with pseudo-sequence HLA-A02:01. The binding affinity (normalized) is 0.0847. (4) The binding affinity (normalized) is 0.0847. The MHC is HLA-A02:11 with pseudo-sequence HLA-A02:11. The peptide sequence is IIYVGCGER. (5) The peptide sequence is MYPFIFFIV. The MHC is HLA-B39:01 with pseudo-sequence HLA-B39:01. The binding affinity (normalized) is 0.0847. (6) The peptide sequence is YLLLTTNGT. The MHC is HLA-A03:01 with pseudo-sequence HLA-A03:01. The binding affinity (normalized) is 0.213. (7) The binding affinity (normalized) is 0.296. The MHC is HLA-A68:01 with pseudo-sequence HLA-A68:01. The peptide sequence is TMPNESRVK. (8) The MHC is HLA-B58:01 with pseudo-sequence HLA-B58:01. The binding affinity (normalized) is 0.0847. The peptide sequence is EVFEIIRSY.